From a dataset of Reaction yield outcomes from USPTO patents with 853,638 reactions. Predict the reaction yield, written as a fraction of the theoretical maximum amount of product (1.0 means a 100% yield; for example, 0.34 means a 34% yield). (1) The reactants are [N+:1]([C:4]1[CH:5]=[C:6]2[C:10](=[CH:11][CH:12]=1)[NH:9][CH:8]=[CH:7]2)([O-:3])=[O:2].N1CCCC1.[CH3:18][N:19]1[CH2:24][CH2:23][C:22](=O)[CH2:21][CH2:20]1. The catalyst is C(O)C. The product is [CH3:18][N:19]1[CH2:20][CH:21]=[C:22]([C:7]2[C:6]3[C:10](=[CH:11][CH:12]=[C:4]([N+:1]([O-:3])=[O:2])[CH:5]=3)[NH:9][CH:8]=2)[CH2:23][CH2:24]1. The yield is 0.750. (2) The reactants are [F:1][C:2]([F:13])([F:12])[C:3]1[CH:8]=[CH:7][C:6](B(O)O)=[CH:5][CH:4]=1.Br[C:15]1[S:19][C:18]([S:20]([N:23]2[CH:27]=[CH:26][CH:25]=[CH:24]2)(=[O:22])=[O:21])=[CH:17][CH:16]=1. No catalyst specified. The product is [F:1][C:2]([F:13])([F:12])[C:3]1[CH:8]=[CH:7][C:6]([C:15]2[S:19][C:18]([S:20]([N:23]3[CH:27]=[CH:26][CH:25]=[CH:24]3)(=[O:21])=[O:22])=[CH:17][CH:16]=2)=[CH:5][CH:4]=1. The yield is 0.750. (3) The reactants are [CH2:1]([C@H:3]1[C@@H:7]([N:8]2[C:12]3=[C:13]4[CH:19]=[CH:18][N:17](S(C5C=CC(C)=CC=5)(=O)=O)[C:14]4=[N:15][CH:16]=[C:11]3[N:10]=[CH:9]2)[CH2:6][C@@H:5]([NH:30][S:31]([CH:34]2[CH2:36][CH2:35]2)(=[O:33])=[O:32])[CH2:4]1)[CH3:2].[OH-].[Na+].Cl. The catalyst is O1CCOCC1.CCOC(C)=O.O. The product is [CH2:1]([C@H:3]1[C@@H:7]([N:8]2[C:12]3=[C:13]4[CH:19]=[CH:18][NH:17][C:14]4=[N:15][CH:16]=[C:11]3[N:10]=[CH:9]2)[CH2:6][C@@H:5]([NH:30][S:31]([CH:34]2[CH2:36][CH2:35]2)(=[O:33])=[O:32])[CH2:4]1)[CH3:2]. The yield is 0.450. (4) The reactants are [Br:1][C:2]1[CH:3]=[CH:4][C:5]([CH:8]([C:10]2[CH:15]=[C:14]([Cl:16])[CH:13]=[C:12]([Cl:17])[CH:11]=2)O)=[N:6][CH:7]=1.C(N(CC)CC)C.S(Cl)([Cl:27])=O. The catalyst is C1CCCCC1. The product is [Br:1][C:2]1[CH:3]=[CH:4][C:5]([CH:8]([Cl:27])[C:10]2[CH:15]=[C:14]([Cl:16])[CH:13]=[C:12]([Cl:17])[CH:11]=2)=[N:6][CH:7]=1. The yield is 0.980. (5) The reactants are [NH:1]1[CH2:6][CH2:5][CH:4]([NH:7][C:8](=[O:14])[O:9][C:10]([CH3:13])([CH3:12])[CH3:11])[CH2:3][CH2:2]1.Br[CH2:16][CH2:17][F:18].[H-].[Na+]. The catalyst is CN(C=O)C.CCOC(C)=O.O. The product is [F:18][CH2:17][CH2:16][N:1]1[CH2:2][CH2:3][CH:4]([NH:7][C:8](=[O:14])[O:9][C:10]([CH3:11])([CH3:13])[CH3:12])[CH2:5][CH2:6]1. The yield is 0.840. (6) The reactants are [OH:1][CH:2]([CH2:22][CH2:23][CH2:24][CH2:25][CH2:26][CH2:27][CH2:28][C:29]([O:31][CH2:32]/[CH:33]=[CH:34]\[CH2:35][CH2:36][CH2:37][CH2:38][CH2:39][CH3:40])=[O:30])[CH2:3][CH2:4][CH2:5][CH2:6][CH2:7][CH2:8][CH2:9][C:10]([O:12][CH2:13]/[CH:14]=[CH:15]\[CH2:16][CH2:17][CH2:18][CH2:19][CH2:20][CH3:21])=[O:11].Cl.CN([CH:45](CC)[C:46](O)=[O:47])C.C[CH2:52][N:53]([CH:57](C)C)[CH:54]([CH3:56])C.CCN=C=NCCCN(C)C. The catalyst is ClCCl.CN(C1C=CN=CC=1)C.CO. The product is [CH3:57][N:53]([CH3:52])[CH2:54][CH2:56][CH2:45][C:46]([O:1][CH:2]([CH2:3][CH2:4][CH2:5][CH2:6][CH2:7][CH2:8][CH2:9][C:10]([O:12][CH2:13]/[CH:14]=[CH:15]\[CH2:16][CH2:17][CH2:18][CH2:19][CH2:20][CH3:21])=[O:11])[CH2:22][CH2:23][CH2:24][CH2:25][CH2:26][CH2:27][CH2:28][C:29]([O:31][CH2:32]/[CH:33]=[CH:34]\[CH2:35][CH2:36][CH2:37][CH2:38][CH2:39][CH3:40])=[O:30])=[O:47]. The yield is 0.620. (7) The reactants are [CH3:1][C:2]([OH:6])([C:4]#[CH:5])[CH3:3].[Li]CCCC.CON(C)[C:15](=[O:24])[C:16]1[CH:21]=[CH:20][C:19]([O:22][CH3:23])=[CH:18][CH:17]=1. The catalyst is C1COCC1. The product is [OH:6][C:2]([CH3:3])([CH3:1])[C:4]#[C:5][C:15]([C:16]1[CH:21]=[CH:20][C:19]([O:22][CH3:23])=[CH:18][CH:17]=1)=[O:24]. The yield is 0.810. (8) The reactants are C(N(C(C)C)CC)(C)C.CN(C(ON1N=NC2C=CC=CC1=2)=[N+](C)C)C.F[P-](F)(F)(F)(F)F.[CH3:34][N:35]([CH3:42])[CH:36]1[CH2:41][CH2:40][NH:39][CH2:38][CH2:37]1.[C:43]([O:47][C:48](=[O:60])[CH2:49][N:50]1[CH:54]=[CH:53][N:52]=[C:51]1[CH2:55][CH2:56][C:57](O)=[O:58])([CH3:46])([CH3:45])[CH3:44].C(=O)([O-])[O-].[K+].[K+].[Cl-].[Na+]. The catalyst is C(Cl)(Cl)Cl. The product is [CH3:34][N:35]([CH3:42])[CH:36]1[CH2:41][CH2:40][N:39]([C:57](=[O:58])[CH2:56][CH2:55][C:51]2[N:50]([CH2:49][C:48]([O:47][C:43]([CH3:45])([CH3:44])[CH3:46])=[O:60])[CH:54]=[CH:53][N:52]=2)[CH2:38][CH2:37]1. The yield is 0.620. (9) The reactants are [SH:1][CH2:2][CH2:3][OH:4].[C:5]1([CH:11]([C:13]2[CH:18]=[CH:17][CH:16]=[CH:15][CH:14]=2)O)[CH:10]=[CH:9][CH:8]=[CH:7][CH:6]=1.C([O-])([O-])=O.[K+].[K+].O. The catalyst is C(O)(C(F)(F)F)=O.C(Cl)Cl.CC(C)=O. The product is [CH:11]([S:1][CH2:2][CH2:3][OH:4])([C:5]1[CH:10]=[CH:9][CH:8]=[CH:7][CH:6]=1)[C:13]1[CH:18]=[CH:17][CH:16]=[CH:15][CH:14]=1. The yield is 0.610. (10) The reactants are [NH2:1][C:2]1([CH2:17][C:18]([O:20][CH2:21][CH3:22])=[O:19])[CH2:6][CH2:5][N:4]([C:7]([O:9][CH2:10][C:11]2[CH:16]=[CH:15][CH:14]=[CH:13][CH:12]=2)=[O:8])[CH2:3]1.[CH2:23]([C:33]1[CH:41]=[CH:40][C:36]([C:37](O)=[O:38])=[CH:35][CH:34]=1)[CH2:24][CH2:25][CH2:26][CH2:27][CH2:28][CH2:29][CH2:30][CH2:31][CH3:32].C(Cl)CCl.C(N(CC)CC)C. The catalyst is C(Cl)Cl. The product is [CH2:23]([C:33]1[CH:34]=[CH:35][C:36]([C:37]([NH:1][C:2]2([CH2:17][C:18]([O:20][CH2:21][CH3:22])=[O:19])[CH2:6][CH2:5][N:4]([C:7]([O:9][CH2:10][C:11]3[CH:12]=[CH:13][CH:14]=[CH:15][CH:16]=3)=[O:8])[CH2:3]2)=[O:38])=[CH:40][CH:41]=1)[CH2:24][CH2:25][CH2:26][CH2:27][CH2:28][CH2:29][CH2:30][CH2:31][CH3:32]. The yield is 0.260.